Dataset: Forward reaction prediction with 1.9M reactions from USPTO patents (1976-2016). Task: Predict the product of the given reaction. (1) Given the reactants [Cl:1][C:2]1[CH:10]=[CH:9][CH:8]=[CH:7][C:3]=1[C:4]([OH:6])=O.CN(C(ON1N=NC2C=CC=CC1=2)=[N+](C)C)C.[B-](F)(F)(F)F.[O:33]1[CH2:38][CH2:37][NH:36][C:35]2[N:39]=[C:40]([CH2:43][CH2:44][CH2:45][C:46]3[CH:58]=[CH:57][C:49]([CH2:50][C@@H:51]([C:53]([O:55]C)=[O:54])[NH2:52])=[CH:48][CH:47]=3)[CH:41]=[CH:42][C:34]1=2.[OH-].[Na+], predict the reaction product. The product is: [Cl:1][C:2]1[CH:10]=[CH:9][CH:8]=[CH:7][C:3]=1[C:4]([NH:52][C@H:51]([C:53]([OH:55])=[O:54])[CH2:50][C:49]1[CH:57]=[CH:58][C:46]([CH2:45][CH2:44][CH2:43][C:40]2[CH:41]=[CH:42][C:34]3[O:33][CH2:38][CH2:37][NH:36][C:35]=3[N:39]=2)=[CH:47][CH:48]=1)=[O:6]. (2) Given the reactants [C:1]([C:3]1[CH:4]=[C:5]2[C:10](=[CH:11][C:12]=1[O:13][C:14]1[CH:19]=[CH:18][C:17]([C:20](=[O:30])[NH:21][CH2:22][CH2:23][C:24]3[CH:29]=[CH:28][CH:27]=[CH:26][CH:25]=3)=[CH:16][CH:15]=1)[O:9][CH2:8][CH2:7][CH:6]2[C:31]([O:33]C)=[O:32])#[N:2].[OH-].[Na+].O.CO, predict the reaction product. The product is: [C:1]([C:3]1[CH:4]=[C:5]2[C:10](=[CH:11][C:12]=1[O:13][C:14]1[CH:15]=[CH:16][C:17]([C:20](=[O:30])[NH:21][CH2:22][CH2:23][C:24]3[CH:25]=[CH:26][CH:27]=[CH:28][CH:29]=3)=[CH:18][CH:19]=1)[O:9][CH2:8][CH2:7][CH:6]2[C:31]([OH:33])=[O:32])#[N:2]. (3) The product is: [C:1]([OH:7])([C:3]([F:6])([F:5])[F:4])=[O:2].[NH:9]1[CH2:8][CH2:14][CH2:13][CH2:1]1. Given the reactants [C:1]([OH:7])([C:3]([F:6])([F:5])[F:4])=[O:2].[C:8](=O)([O-])[NH2:9].Cl[CH2:13][CH2:14]Cl, predict the reaction product. (4) Given the reactants [NH2:1][C:2]1[C:3]2[N:14]([CH2:15][O:16][CH2:17][C:18]3[CH:23]=[CH:22][CH:21]=[CH:20][CH:19]=3)[C:13]([CH3:24])=[C:12]([CH2:25][CH2:26][CH2:27][CH:28]=O)[C:4]=2[N:5]=[C:6]([CH2:8][CH2:9][CH2:10][CH3:11])[N:7]=1.[NH:30]1[CH2:34][CH2:33][CH2:32][CH2:31]1, predict the reaction product. The product is: [CH2:17]([O:16][CH2:15][N:14]1[C:3]2[C:2]([NH2:1])=[N:7][C:6]([CH2:8][CH2:9][CH2:10][CH3:11])=[N:5][C:4]=2[C:12]([CH2:25][CH2:26][CH2:27][CH2:28][N:30]2[CH2:34][CH2:33][CH2:32][CH2:31]2)=[C:13]1[CH3:24])[C:18]1[CH:19]=[CH:20][CH:21]=[CH:22][CH:23]=1. (5) Given the reactants [S:1]1[C:5]([CH2:6]O)=[CH:4][C:3]2[CH:8]=[CH:9][CH:10]=[CH:11][C:2]1=2.C(Br)(Br)(Br)[Br:13].C1C=CC(P(C2C=CC=CC=2)C2C=CC=CC=2)=CC=1, predict the reaction product. The product is: [Br:13][CH2:6][C:5]1[S:1][C:2]2[CH:11]=[CH:10][CH:9]=[CH:8][C:3]=2[CH:4]=1. (6) Given the reactants [Cl:1][C:2]1[CH:3]=[CH:4][C:5]([CH:24]=[O:25])=[C:6]2[C:10]=1[N:9]=[C:8]1[N:11]([C:15]3[C:20]([Cl:21])=[CH:19][C:18]([Cl:22])=[CH:17][C:16]=3[Cl:23])[CH2:12][CH2:13][CH2:14][N:7]21.C[Si](C)(C)[C:28]([F:31])([F:30])[F:29].[F-].C([N+](CCCC)(CCCC)CCCC)CCC.Cl, predict the reaction product. The product is: [Cl:1][C:2]1[C:10]2[N:9]=[C:8]3[N:11]([C:15]4[C:20]([Cl:21])=[CH:19][C:18]([Cl:22])=[CH:17][C:16]=4[Cl:23])[CH2:12][CH2:13][CH2:14][N:7]3[C:6]=2[C:5]([CH:24]([OH:25])[C:28]([F:31])([F:30])[F:29])=[CH:4][CH:3]=1. (7) Given the reactants [CH2:1]([O:8][C:9]1[C:13]([CH:14]=O)=[CH:12][N:11]([C:16]2[CH:21]=[CH:20][CH:19]=[CH:18][CH:17]=2)[N:10]=1)[C:2]1[CH:7]=[CH:6][CH:5]=[CH:4][CH:3]=1.[C:22]([O:25][CH2:26][CH2:27]P(OCC)(OCC)=O)(=[O:24])[CH3:23].CN(C)C=O.[H-].[Na+], predict the reaction product. The product is: [CH2:1]([O:8][C:9]1[C:13](/[CH:14]=[CH:23]/[C:22]([O:25][CH2:26][CH3:27])=[O:24])=[CH:12][N:11]([C:16]2[CH:21]=[CH:20][CH:19]=[CH:18][CH:17]=2)[N:10]=1)[C:2]1[CH:7]=[CH:6][CH:5]=[CH:4][CH:3]=1. (8) Given the reactants [F:1][C:2]([F:13])([F:12])[C:3]1[CH:4]=[C:5]([CH:7]=[CH:8][C:9]=1[CH:10]=[CH2:11])[NH2:6].B.[OH-:15].[Na+].OO, predict the reaction product. The product is: [OH:15][CH2:11][CH2:10][C:9]1[CH:8]=[CH:7][C:5]([NH2:6])=[CH:4][C:3]=1[C:2]([F:12])([F:13])[F:1].